From a dataset of Reaction yield outcomes from USPTO patents with 853,638 reactions. Predict the reaction yield, written as a fraction of the theoretical maximum amount of product (1.0 means a 100% yield; for example, 0.34 means a 34% yield). (1) The reactants are [CH3:1][O:2][CH:3]([O:27][CH3:28])[CH2:4][N:5]1[C:9]2[N:10]=[C:11]([C:20]3[CH:26]=[CH:25][C:23]([NH2:24])=[CH:22][CH:21]=3)[N:12]=[C:13]([N:14]3[CH2:19][CH2:18][O:17][CH2:16][CH2:15]3)[C:8]=2[CH:7]=[CH:6]1.CCN(CC)CC.ClC(Cl)(O[C:40](=[O:46])OC(Cl)(Cl)Cl)Cl.[NH2:48][C:49]1[CH:54]=[CH:53][N:52]=[CH:51][CH:50]=1. The catalyst is C(Cl)(Cl)Cl.C1COCC1. The product is [CH3:28][O:27][CH:3]([O:2][CH3:1])[CH2:4][N:5]1[C:9]2[N:10]=[C:11]([C:20]3[CH:26]=[CH:25][C:23]([NH:24][C:40]([NH:48][C:49]4[CH:54]=[CH:53][N:52]=[CH:51][CH:50]=4)=[O:46])=[CH:22][CH:21]=3)[N:12]=[C:13]([N:14]3[CH2:19][CH2:18][O:17][CH2:16][CH2:15]3)[C:8]=2[CH:7]=[CH:6]1. The yield is 0.350. (2) The reactants are Br[C:2]1[CH:3]=[N:4][CH:5]=[N:6][CH:7]=1.[NH2:8][C:9]1[CH:10]=[C:11]([CH:14]=[CH:15][CH:16]=1)[C:12]#[N:13].C([O-])([O-])=O.[Cs+].[Cs+].C1(P(C2C=CC=CC=2)C2C3OC4C(=CC=CC=4P(C4C=CC=CC=4)C4C=CC=CC=4)C(C)(C)C=3C=CC=2)C=CC=CC=1. The catalyst is C1C=CC(/C=C/C(/C=C/C2C=CC=CC=2)=O)=CC=1.C1C=CC(/C=C/C(/C=C/C2C=CC=CC=2)=O)=CC=1.C1C=CC(/C=C/C(/C=C/C2C=CC=CC=2)=O)=CC=1.[Pd].[Pd].O1CCOCC1. The product is [N:4]1[CH:3]=[C:2]([NH:8][C:9]2[CH:10]=[C:11]([CH:14]=[CH:15][CH:16]=2)[C:12]#[N:13])[CH:7]=[N:6][CH:5]=1. The yield is 0.890. (3) The product is [NH2:1][C:2]1[C:3]2[N:4]([C:8]([C@@H:31]3[CH2:36][CH2:35][CH2:34][CH2:33][N:32]3[C:42](=[O:43])/[CH:41]=[CH:40]/[CH2:39][N:38]([CH3:45])[CH3:37])=[N:9][C:10]=2[C:11]2[CH:28]=[CH:27][C:14]([C:15]([NH:17][C:18]3[CH:23]=[C:22]([CH2:24][CH2:25][CH3:26])[CH:21]=[CH:20][N:19]=3)=[O:16])=[C:13]([O:29][CH3:30])[CH:12]=2)[CH:5]=[CH:6][N:7]=1. No catalyst specified. The reactants are [NH2:1][C:2]1[C:3]2[N:4]([C:8]([C@@H:31]3[CH2:36][CH2:35][CH2:34][CH2:33][NH:32]3)=[N:9][C:10]=2[C:11]2[CH:28]=[CH:27][C:14]([C:15]([NH:17][C:18]3[CH:23]=[C:22]([CH2:24][CH2:25][CH3:26])[CH:21]=[CH:20][N:19]=3)=[O:16])=[C:13]([O:29][CH3:30])[CH:12]=2)[CH:5]=[CH:6][N:7]=1.[CH3:37][N:38]([CH3:45])[CH2:39]/[CH:40]=[CH:41]/[C:42](O)=[O:43]. The yield is 0.384. (4) The reactants are [S:1]1[C:5]2[CH:6]=[CH:7][CH:8]=[CH:9][C:4]=2[C:3](B(O)O)=[CH:2]1.Cl[C:14]1[N:18]([CH3:19])[N:17]=[C:16]([CH3:20])[C:15]=1[CH:21]=[O:22].C(=O)([O-])[O-].[Na+].[Na+].COCCOC. The catalyst is C1C=CC([P]([Pd]([P](C2C=CC=CC=2)(C2C=CC=CC=2)C2C=CC=CC=2)([P](C2C=CC=CC=2)(C2C=CC=CC=2)C2C=CC=CC=2)[P](C2C=CC=CC=2)(C2C=CC=CC=2)C2C=CC=CC=2)(C2C=CC=CC=2)C2C=CC=CC=2)=CC=1.O. The product is [S:1]1[C:5]2[CH:6]=[CH:7][CH:8]=[CH:9][C:4]=2[C:3]([C:14]2[N:18]([CH3:19])[N:17]=[C:16]([CH3:20])[C:15]=2[CH:21]=[O:22])=[CH:2]1. The yield is 0.420. (5) The reactants are [N:1]12[CH2:8][CH2:7][C:4]([C:9]([C:17]3[CH:22]=[CH:21][CH:20]=[CH:19][CH:18]=3)([C:11]3[CH:16]=[CH:15][CH:14]=[CH:13][CH:12]=3)[OH:10])([CH2:5][CH2:6]1)[CH2:3][CH2:2]2.[Br:23][CH2:24][CH2:25][CH2:26][O:27][C:28]1[CH:33]=[CH:32][CH:31]=[CH:30][C:29]=1[OH:34]. The catalyst is CC#N. The product is [Br-:23].[OH:10][C:9]([C:17]1[CH:22]=[CH:21][CH:20]=[CH:19][CH:18]=1)([C:11]1[CH:12]=[CH:13][CH:14]=[CH:15][CH:16]=1)[C:4]12[CH2:5][CH2:6][N+:1]([CH2:24][CH2:25][CH2:26][O:27][C:28]3[CH:33]=[CH:32][CH:31]=[CH:30][C:29]=3[OH:34])([CH2:2][CH2:3]1)[CH2:8][CH2:7]2. The yield is 0.750. (6) The reactants are [CH2:1]([O:8][C:9]1[CH:10]=[C:11]([OH:15])[CH:12]=[CH:13][CH:14]=1)[C:2]1[CH:7]=[CH:6][CH:5]=[CH:4][CH:3]=1.C([Mg]Cl)(C)C.[C:21]1([CH:27]([C:39]2[CH:44]=[CH:43][CH:42]=[CH:41][CH:40]=2)[N:28]2[C:36]3[C:31](=[CH:32][CH:33]=[CH:34][CH:35]=3)[C:30](=[O:37])[C:29]2=[O:38])[CH:26]=[CH:25][CH:24]=[CH:23][CH:22]=1. The catalyst is O1CCCC1.ClCCl. The product is [CH2:1]([O:8][C:9]1[CH:14]=[CH:13][C:12]([C:30]2([OH:37])[C:31]3[C:36](=[CH:35][CH:34]=[CH:33][CH:32]=3)[N:28]([CH:27]([C:21]3[CH:22]=[CH:23][CH:24]=[CH:25][CH:26]=3)[C:39]3[CH:44]=[CH:43][CH:42]=[CH:41][CH:40]=3)[C:29]2=[O:38])=[C:11]([OH:15])[CH:10]=1)[C:2]1[CH:3]=[CH:4][CH:5]=[CH:6][CH:7]=1. The yield is 0.970. (7) The reactants are [F:1][C:2]1[CH:7]=[CH:6][C:5]([C:8]([CH3:14])([CH3:13])[C:9](OC)=[O:10])=[C:4]([N+:15]([O-])=O)[CH:3]=1. The product is [F:1][C:2]1[CH:3]=[C:4]2[C:5]([C:8]([CH3:14])([CH3:13])[C:9](=[O:10])[NH:15]2)=[CH:6][CH:7]=1. The yield is 0.890. The catalyst is C(O)(=O)C.[Fe]. (8) The yield is 0.950. The catalyst is O1CCCC1.C1C=CC(P(C2C=CC=CC=2)[C-]2C=CC=C2)=CC=1.C1C=CC(P(C2C=CC=CC=2)[C-]2C=CC=C2)=CC=1.Cl[Pd]Cl.[Fe+2]. The product is [O:9]=[S:6]1(=[O:10])[CH:7]=[CH:8][C:4]2[CH:3]=[C:2]([B:13]3[O:17][C:16]([CH3:19])([CH3:18])[C:15]([CH3:21])([CH3:20])[O:14]3)[CH:12]=[CH:11][C:5]1=2. The reactants are Br[C:2]1[CH:12]=[CH:11][C:5]2[S:6](=[O:10])(=[O:9])[CH:7]=[CH:8][C:4]=2[CH:3]=1.[B:13]1([B:13]2[O:17][C:16]([CH3:19])([CH3:18])[C:15]([CH3:21])([CH3:20])[O:14]2)[O:17][C:16]([CH3:19])([CH3:18])[C:15]([CH3:21])([CH3:20])[O:14]1.C([O-])(=O)C.[K+].C(Cl)Cl. (9) The reactants are [NH2:1][C:2]1[S:3][C:4]2[CH:10]=[C:9]([OH:11])[CH:8]=[CH:7][C:5]=2[N:6]=1.O[CH2:13][CH2:14][N:15]1[CH2:20][CH2:19][O:18][CH2:17][CH2:16]1.C1(P(C2C=CC=CC=2)C2C=CC=CC=2)C=CC=CC=1.N(C(OCC)=O)=NC(OCC)=O. The product is [N:15]1([CH2:14][CH2:13][O:11][C:9]2[CH:8]=[CH:7][C:5]3[N:6]=[C:2]([NH2:1])[S:3][C:4]=3[CH:10]=2)[CH2:20][CH2:19][O:18][CH2:17][CH2:16]1. The yield is 0.960. The catalyst is C1COCC1.